Dataset: Forward reaction prediction with 1.9M reactions from USPTO patents (1976-2016). Task: Predict the product of the given reaction. Given the reactants [H-].[H-].[H-].[H-].[Li+].[Al+3].[Cl-].[Al+3].[Cl-].[Cl-].[Cl:11][C:12]1[O:16][C:15]([CH:17](O)[C:18]2[CH:25]=[CH:24][C:21]([C:22]#[N:23])=[CH:20][CH:19]=2)=[CH:14][CH:13]=1.N, predict the reaction product. The product is: [Cl:11][C:12]1[O:16][C:15]([CH2:17][C:18]2[CH:19]=[CH:20][C:21]([CH2:22][NH2:23])=[CH:24][CH:25]=2)=[CH:14][CH:13]=1.